From a dataset of Peptide-MHC class II binding affinity with 134,281 pairs from IEDB. Regression. Given a peptide amino acid sequence and an MHC pseudo amino acid sequence, predict their binding affinity value. This is MHC class II binding data. (1) The peptide sequence is EPGHLAPTGMFVAAA. The MHC is DRB1_0701 with pseudo-sequence DRB1_0701. The binding affinity (normalized) is 0.469. (2) The peptide sequence is SEQGSFYCDPKRFFL. The MHC is DRB1_0101 with pseudo-sequence DRB1_0101. The binding affinity (normalized) is 0.511. (3) The peptide sequence is LAKYKANWIEIMRIK. The MHC is DRB1_0405 with pseudo-sequence DRB1_0405. The binding affinity (normalized) is 0.464. (4) The peptide sequence is SDYVYEPFPKRVWEQ. The MHC is DRB1_0701 with pseudo-sequence DRB1_0701. The binding affinity (normalized) is 0.141.